Task: Predict the reaction yield, written as a fraction of the theoretical maximum amount of product (1.0 means a 100% yield; for example, 0.34 means a 34% yield).. Dataset: Reaction yield outcomes from USPTO patents with 853,638 reactions (1) The product is [CH:11]([C:14]1[CH:19]=[C:18]([N:20]2[CH2:25][CH2:24][O:23][CH2:22][CH2:21]2)[CH:17]=[C:16]([O:26][CH3:27])[C:15]=1[C:2]#[N:3])([CH3:13])[CH3:12]. The catalyst is CS(C)=O. The yield is 0.170. The reactants are [Cu][C:2]#[N:3].N(OC(C)(C)C)=O.[CH:11]([C:14]1[CH:19]=[C:18]([N:20]2[CH2:25][CH2:24][O:23][CH2:22][CH2:21]2)[CH:17]=[C:16]([O:26][CH3:27])[C:15]=1N)([CH3:13])[CH3:12].Cl. (2) The reactants are Cl.[CH2:2]([N:6]1[C:21]2[C:16](=[CH:17][CH:18]=[CH:19][CH:20]=2)[C:8]([CH2:9][C@@H:10]([C:12]([O:14][CH3:15])=[O:13])[NH2:11])=[CH:7]1)[CH2:3][CH2:4][CH3:5].C(N(CC)CC)C.[F:29][C:30]1[CH:40]=[CH:39][CH:38]=[CH:37][C:31]=1[CH:32]=[CH:33][C:34](O)=[O:35].CCN=C=NCCCN(C)C.Cl. The catalyst is C(Cl)Cl. The product is [CH2:2]([N:6]1[C:21]2[C:16](=[CH:17][CH:18]=[CH:19][CH:20]=2)[C:8]([CH2:9][C@@H:10]([C:12]([O:14][CH3:15])=[O:13])[NH:11][C:34](=[O:35])[CH:33]=[CH:32][C:31]2[CH:37]=[CH:38][CH:39]=[CH:40][C:30]=2[F:29])=[CH:7]1)[CH2:3][CH2:4][CH3:5]. The yield is 0.770. (3) The reactants are [F:1][CH:2]([F:22])[O:3][C:4]1[CH:9]=[CH:8][CH:7]=[CH:6][C:5]=1[NH:10][N:11]=[C:12]([C:17](=[O:21])[CH2:18][O:19][CH3:20])[C:13]([O:15][CH3:16])=[O:14].[CH3:23]OC(OC)N(C)C. No catalyst specified. The product is [F:1][CH:2]([F:22])[O:3][C:4]1[CH:9]=[CH:8][CH:7]=[CH:6][C:5]=1[N:10]1[CH:23]=[C:18]([O:19][CH3:20])[C:17](=[O:21])[C:12]([C:13]([O:15][CH3:16])=[O:14])=[N:11]1. The yield is 0.880. (4) The reactants are [Br:1][C:2]1[CH:3]=[C:4]([S:9](Cl)(=[O:11])=[O:10])[CH:5]=[CH:6][C:7]=1[F:8].[NH:13]1[C:21]2[C:16](=[CH:17][CH:18]=[CH:19][CH:20]=2)[CH2:15][CH2:14]1.C(N(CC)C(C)C)(C)C. The catalyst is O1CCCC1. The product is [Br:1][C:2]1[CH:3]=[C:4]([S:9]([N:13]2[C:21]3[C:16](=[CH:17][CH:18]=[CH:19][CH:20]=3)[CH2:15][CH2:14]2)(=[O:11])=[O:10])[CH:5]=[CH:6][C:7]=1[F:8]. The yield is 0.670. (5) The reactants are [NH2:1][C:2]1[CH:10]=[CH:9][C:8]([F:11])=[CH:7][C:3]=1[C:4]([OH:6])=O.[Br:12][C:13]1[C:14]([CH3:20])=[C:15]([CH:17]=[CH:18][CH:19]=1)[NH2:16].[CH2:21](OC(OCC)OCC)C. The yield is 0.560. The product is [Br:12][C:13]1[C:14]([CH3:20])=[C:15]([N:16]2[C:4](=[O:6])[C:3]3[C:2](=[CH:10][CH:9]=[C:8]([F:11])[CH:7]=3)[N:1]=[CH:21]2)[CH:17]=[CH:18][CH:19]=1. The catalyst is C1COCC1.CCOC(C)=O. (6) The reactants are Br[C:2]1[C:10]2[O:9][CH2:8][CH:7]([C:11]3[CH:16]=[CH:15][C:14]([CH:17]([CH3:19])[CH3:18])=[CH:13][CH:12]=3)[C:6]=2[C:5]([CH3:20])=[C:4]([NH:21][C:22](=[O:28])[CH2:23][C:24]([CH3:27])([CH3:26])[CH3:25])[C:3]=1[CH3:29].[CH3:30][O:31][C:32]1[CH:37]=[CH:36][C:35](B(O)O)=[CH:34][CH:33]=1. The catalyst is CCCCCC.C(OCC)(=O)C. The product is [CH:17]([C:14]1[CH:13]=[CH:12][C:11]([CH:7]2[C:6]3[C:5]([CH3:20])=[C:4]([NH:21][C:22](=[O:28])[CH2:23][C:24]([CH3:26])([CH3:27])[CH3:25])[C:3]([CH3:29])=[C:2]([C:35]4[CH:36]=[CH:37][C:32]([O:31][CH3:30])=[CH:33][CH:34]=4)[C:10]=3[O:9][CH2:8]2)=[CH:16][CH:15]=1)([CH3:19])[CH3:18]. The yield is 0.400.